This data is from Forward reaction prediction with 1.9M reactions from USPTO patents (1976-2016). The task is: Predict the product of the given reaction. (1) Given the reactants Cl.[N:2]1([C:8]2[CH:13]=[CH:12][N:11]=[C:10]([C:14]([OH:16])=O)[CH:9]=2)[CH2:7][CH2:6][CH2:5][CH2:4][CH2:3]1.Cl.[CH2:18]([O:25][NH2:26])[C:19]1[CH:24]=[CH:23][CH:22]=[CH:21][CH:20]=1, predict the reaction product. The product is: [CH2:18]([O:25][NH:26][C:14]([C:10]1[CH:9]=[C:8]([N:2]2[CH2:3][CH2:4][CH2:5][CH2:6][CH2:7]2)[CH:13]=[CH:12][N:11]=1)=[O:16])[C:19]1[CH:24]=[CH:23][CH:22]=[CH:21][CH:20]=1. (2) Given the reactants S([O-])([O-])=O.[Na+].[Na+].OP([O-])([O-])=O.[Na+].[Na+].[Br:14][C:15]1[CH:16]=[CH:17][C:18]([Cl:25])=[C:19]([S:21](Cl)(=[O:23])=[O:22])[CH:20]=1.Br[CH2:27][C:28]1[CH:33]=[CH:32][CH:31]=[C:30]([Cl:34])[CH:29]=1, predict the reaction product. The product is: [Br:14][C:15]1[CH:16]=[CH:17][C:18]([Cl:25])=[C:19]([S:21]([CH2:27][C:28]2[CH:33]=[CH:32][CH:31]=[C:30]([Cl:34])[CH:29]=2)(=[O:23])=[O:22])[CH:20]=1. (3) Given the reactants F[B-](F)(F)F.[C:6]([CH:10]1[CH2:15][CH2:14][C:13](=O)[CH2:12][CH2:11]1)([CH3:9])([CH3:8])[CH3:7].[FH:17].[FH:18].F.C(N(CC)CC)C.C(=O)(O)[O-].[Na+], predict the reaction product. The product is: [C:6]([CH:10]1[CH2:15][CH2:14][C:13]([F:18])([F:17])[CH2:12][CH2:11]1)([CH3:9])([CH3:8])[CH3:7]. (4) Given the reactants [Cl:1][C:2]1[C:11](=O)[C:10]2[C:5](=[CH:6][CH:7]=[CH:8][CH:9]=2)[NH:4][CH:3]=1.P(Br)(Br)[Br:14], predict the reaction product. The product is: [Br:14][C:11]1[C:10]2[C:5](=[CH:6][CH:7]=[CH:8][CH:9]=2)[N:4]=[CH:3][C:2]=1[Cl:1]. (5) Given the reactants [Cl:1][C:2]1[CH:7]=[CH:6][C:5]([C@@H:8]([C:19]2[CH:24]=[CH:23][C:22]([CH:25]3[CH2:30][CH2:29][NH:28][CH2:27][CH2:26]3)=[CH:21][CH:20]=2)[CH2:9][C:10]([C:12]2[CH:17]=[CH:16][N:15]=[C:14]([CH3:18])[CH:13]=2)=[O:11])=[C:4]([CH3:31])[CH:3]=1.[S:32](N)([NH2:35])(=[O:34])=[O:33], predict the reaction product. The product is: [Cl:1][C:2]1[CH:7]=[CH:6][C:5]([C@@H:8]([C:19]2[CH:20]=[CH:21][C:22]([CH:25]3[CH2:26][CH2:27][N:28]([S:32]([NH2:35])(=[O:34])=[O:33])[CH2:29][CH2:30]3)=[CH:23][CH:24]=2)[CH2:9][C:10]([C:12]2[CH:17]=[CH:16][N:15]=[C:14]([CH3:18])[CH:13]=2)=[O:11])=[C:4]([CH3:31])[CH:3]=1. (6) Given the reactants C[O:2][C:3]1[CH:4]=[C:5]2[C:10](=[CH:11][CH:12]=1)[C@@H:9]([C:13]1[CH:26]=[CH:25][C:16]([O:17][CH2:18][CH2:19][N:20]3[CH2:24][CH2:23][CH2:22][CH2:21]3)=[CH:15][CH:14]=1)[C@@H:8]([C:27]1[CH:32]=[CH:31][CH:30]=[CH:29][CH:28]=1)[CH2:7][CH2:6]2.B(Br)(Br)Br.C(=O)(O)[O-].[Na+], predict the reaction product. The product is: [CH:30]1[CH:31]=[CH:32][C:27]([C@@H:8]2[C@H:9]([C:13]3[CH:14]=[CH:15][C:16]([O:17][CH2:18][CH2:19][N:20]4[CH2:24][CH2:23][CH2:22][CH2:21]4)=[CH:25][CH:26]=3)[C:10]3[CH:11]=[CH:12][C:3]([OH:2])=[CH:4][C:5]=3[CH2:6][CH2:7]2)=[CH:28][CH:29]=1.